Dataset: Forward reaction prediction with 1.9M reactions from USPTO patents (1976-2016). Task: Predict the product of the given reaction. (1) Given the reactants [NH2:1][NH:2][C:3]([C:5]1[CH:10]=[CH:9][CH:8]=[C:7]([CH3:11])[N:6]=1)=[NH:4].[C:12]1([CH:22]=O)[C:21]2[C:16](=[CH:17][CH:18]=[CH:19][CH:20]=2)[CH:15]=[CH:14][CH:13]=1, predict the reaction product. The product is: [CH3:11][C:7]1[CH:8]=[CH:9][CH:10]=[C:5]([C:3]2[N:4]=[C:22]([C:12]3[C:21]4[C:16](=[CH:17][CH:18]=[CH:19][CH:20]=4)[CH:15]=[CH:14][CH:13]=3)[NH:1][N:2]=2)[N:6]=1. (2) Given the reactants [O:1]([CH2:13][C@H:14]1[O:18][N:17]=[C:16]([C:19]2[CH:24]=[CH:23][C:22](Br)=[CH:21][N:20]=2)[CH2:15]1)[C@@H:2]1[O:10][C@H:9]([CH2:11][OH:12])[C@@H:7]([OH:8])[C@H:5]([OH:6])[C@H:3]1[OH:4].[F:26][C:27]1[CH:28]=[C:29]([N:42]2[CH2:46][C@H:45]([CH2:47][N:48]3[CH:52]=[CH:51][N:50]=[N:49]3)[O:44][C:43]2=[O:53])[CH:30]=[CH:31][C:32]=1B1OC(C)(C)C(C)(C)O1.C(=O)([O-])[O-].[Na+].[Na+], predict the reaction product. The product is: [O:1]([CH2:13][C@H:14]1[O:18][N:17]=[C:16]([C:19]2[CH:24]=[CH:23][C:22]([C:32]3[CH:31]=[CH:30][C:29]([N:42]4[CH2:46][C@H:45]([CH2:47][N:48]5[CH:52]=[CH:51][N:50]=[N:49]5)[O:44][C:43]4=[O:53])=[CH:28][C:27]=3[F:26])=[CH:21][N:20]=2)[CH2:15]1)[C@@H:2]1[O:10][C@H:9]([CH2:11][OH:12])[C@@H:7]([OH:8])[C@H:5]([OH:6])[C@H:3]1[OH:4]. (3) Given the reactants [N+:1]([C:4]1[CH:5]=[CH:6][C:7]([S:10][CH2:11][CH2:12][O:13][C:14](=[O:22])[C:15]2[CH:20]=[CH:19][CH:18]=[C:17]([Cl:21])[CH:16]=2)=[N:8][CH:9]=1)([O-])=O, predict the reaction product. The product is: [NH2:1][C:4]1[CH:5]=[CH:6][C:7]([S:10][CH2:11][CH2:12][O:13][C:14](=[O:22])[C:15]2[CH:20]=[CH:19][CH:18]=[C:17]([Cl:21])[CH:16]=2)=[N:8][CH:9]=1. (4) Given the reactants [NH2:1][C:2]1[CH:7]=[CH:6][C:5]([OH:8])=[C:4]([Cl:9])[CH:3]=1.Cl[C:11]1[CH:16]=[CH:15][N:14]=[C:13]([C:17]([NH:19][CH3:20])=[O:18])[CH:12]=1, predict the reaction product. The product is: [CH3:20][NH:19][C:17]([C:13]1[CH:12]=[C:11]([O:8][C:5]2[CH:6]=[CH:7][C:2]([NH2:1])=[CH:3][C:4]=2[Cl:9])[CH:16]=[CH:15][N:14]=1)=[O:18]. (5) Given the reactants [OH:1][CH2:2][C:3]1[CH:8]=C(C)[N:6]=[C:5]([C:10]#N)[CH:4]=1.CO.C[CH2:15][O:16][C:17]([CH3:19])=[O:18].C([O-])(O)=O.[Na+], predict the reaction product. The product is: [OH:1][CH2:2][C:3]1[CH:4]=[C:5]([CH3:10])[N:6]=[C:19]([C:17]([O:16][CH3:15])=[O:18])[CH:8]=1. (6) Given the reactants [Cl:1][C:2]1[CH:7]=[C:6]([Cl:8])[CH:5]=[C:4]([CH3:9])[C:3]=1[OH:10].[Cl:11][C:12]1[CH:13]=[C:14]([C:19]2[C:31]([O:32][CH:33]([F:35])[F:34])=[CH:30][C:22]([C:23]([NH:25][S:26]([CH3:29])(=[O:28])=[O:27])=[O:24])=[C:21]([F:36])[CH:20]=2)[CH:15]=[N:16][C:17]=1F.C(=O)([O-])[O-].[Cs+].[Cs+], predict the reaction product. The product is: [Cl:11][C:12]1[CH:13]=[C:14]([C:19]2[C:31]([O:32][CH:33]([F:34])[F:35])=[CH:30][C:22]([C:23]([NH:25][S:26]([CH3:29])(=[O:27])=[O:28])=[O:24])=[C:21]([F:36])[CH:20]=2)[CH:15]=[N:16][C:17]=1[O:10][C:3]1[C:4]([CH3:9])=[CH:5][C:6]([Cl:8])=[CH:7][C:2]=1[Cl:1]. (7) Given the reactants [OH:1][CH:2]([C:7]1[CH:16]=[CH:15][C:10]([C:11]([O:13][CH3:14])=[O:12])=[CH:9][CH:8]=1)[CH2:3][CH:4]([CH3:6])[CH3:5].N(C(N1CCCCC1)=O)=NC(N1CCCCC1)=O.C(P(CCCC)CCCC)CCC.[C:48]([C:52]1[CH:57]=[CH:56][C:55]([C:58]2[C:63]([CH3:64])=[CH:62][C:61](O)=[CH:60][C:59]=2[CH3:66])=[CH:54][CH:53]=1)([CH3:51])([CH3:50])[CH3:49], predict the reaction product. The product is: [CH3:14][O:13][C:11](=[O:12])[C:10]1[CH:9]=[CH:8][C:7]([CH:2]([O:1][C:61]2[CH:62]=[C:63]([CH3:64])[C:58]([C:55]3[CH:56]=[CH:57][C:52]([C:48]([CH3:50])([CH3:49])[CH3:51])=[CH:53][CH:54]=3)=[C:59]([CH3:66])[CH:60]=2)[CH2:3][CH:4]([CH3:6])[CH3:5])=[CH:16][CH:15]=1. (8) Given the reactants [Br:1][C:2]1[CH:3]=[CH:4][C:5]2[O:9][C:8]([C:10](=[O:12])[NH2:11])=[C:7]([NH:13][C:14]([CH:16]3[CH2:19]N(C(OC(C)(C)C)=O)[CH2:17]3)=[O:15])[C:6]=2[CH:27]=1.[C:28]([O:32][C:33]([NH:35][CH2:36][C:37]1C=C(C=[CH:44][CH:45]=1)C(O)=O)=[O:34])([CH3:31])([CH3:30])[CH3:29].C(N1CC(C(O)=O)C1)(OC(C)(C)C)=O, predict the reaction product. The product is: [Br:1][C:2]1[CH:3]=[CH:4][C:5]2[O:9][C:8]([C:10](=[O:12])[NH2:11])=[C:7]([NH:13][C:14]([C:16]3[CH:17]=[C:37]([CH:45]=[CH:44][CH:19]=3)[CH2:36][NH:35][C:33](=[O:34])[O:32][C:28]([CH3:30])([CH3:31])[CH3:29])=[O:15])[C:6]=2[CH:27]=1. (9) The product is: [CH3:1][O:2][C:3]1[CH:4]=[C:5]([C:13]([OH:15])=[O:14])[CH:6]=[C:7]2[C:11]=1[NH:10][N:9]=[C:8]2[CH3:12]. Given the reactants [CH3:1][O:2][C:3]1[CH:4]=[C:5]([C:13]([O:15]CC)=[O:14])[CH:6]=[C:7]2[C:11]=1[NH:10][N:9]=[C:8]2[CH3:12].[Li+].[OH-], predict the reaction product.